From a dataset of Catalyst prediction with 721,799 reactions and 888 catalyst types from USPTO. Predict which catalyst facilitates the given reaction. Reactant: [CH2:1]([N:3]1[CH:7]=[CH:6][CH:5]=[N:4]1)[CH3:2].CN(C)CCN(C)C.C([Li])CCC.[CH:21]12[O:26][CH:22]1[CH2:23][CH2:24][CH2:25]2. Product: [CH2:1]([N:3]1[C:7]([C@H:21]2[CH2:25][CH2:24][CH2:23][C@@H:22]2[OH:26])=[CH:6][CH:5]=[N:4]1)[CH3:2]. The catalyst class is: 1.